Dataset: Forward reaction prediction with 1.9M reactions from USPTO patents (1976-2016). Task: Predict the product of the given reaction. (1) Given the reactants Cl[C:2]1[C:7]([Cl:8])=[N:6][CH:5]=[CH:4][N:3]=1.[OH:9][CH:10]1[CH2:13][CH:12]([NH:14][C:15](=[O:21])[O:16][C:17]([CH3:20])([CH3:19])[CH3:18])[CH2:11]1.C([O-])([O-])=O.[Cs+].[Cs+], predict the reaction product. The product is: [Cl:8][C:7]1[C:2]([O:9][CH:10]2[CH2:11][CH:12]([NH:14][C:15](=[O:21])[O:16][C:17]([CH3:19])([CH3:18])[CH3:20])[CH2:13]2)=[N:3][CH:4]=[CH:5][N:6]=1. (2) Given the reactants C(OC(=O)[NH:7][C@H:8]1[CH2:13][CH2:12][C@H:11]([N:14]([CH2:39][CH3:40])[C:15]2[C:30]3[CH2:29][CH:28]=[CH:27][CH2:26][CH2:25][C:24]4[CH:31]=[C:32]([CH3:37])[N:33]=[C:34]([O:35]C)[C:23]=4[CH2:22][NH:21][C:20](=[O:38])[C:19]=3[CH:18]=[CH:17][CH:16]=2)[CH2:10][CH2:9]1)(C)(C)C.Cl, predict the reaction product. The product is: [NH2:7][C@H:8]1[CH2:13][CH2:12][C@H:11]([N:14]([CH2:39][CH3:40])[C:15]2[C:30]3[CH2:29][CH:28]=[CH:27][CH2:26][CH2:25][C:24]4[CH:31]=[C:32]([CH3:37])[NH:33][C:34](=[O:35])[C:23]=4[CH2:22][NH:21][C:20](=[O:38])[C:19]=3[CH:18]=[CH:17][CH:16]=2)[CH2:10][CH2:9]1.